Dataset: Full USPTO retrosynthesis dataset with 1.9M reactions from patents (1976-2016). Task: Predict the reactants needed to synthesize the given product. Given the product [C:1]([O:5][C:6]([N:8]1[CH2:9][C@@H:10]([CH2:23][N:24]([CH:25]([CH3:26])[CH3:27])[C:42]([C:44]2[CH:52]=[C:51]3[C:47]([C:48]([CH3:58])=[CH:49][N:50]3[CH2:53][CH2:54][CH2:55][O:56][CH3:57])=[CH:46][CH:45]=2)=[O:43])[C@H:11]([NH2:13])[CH2:12]1)=[O:7])([CH3:2])([CH3:3])[CH3:4], predict the reactants needed to synthesize it. The reactants are: [C:1]([O:5][C:6]([N:8]1[CH2:12][C@@H:11]([NH:13]C(OCC[Si](C)(C)C)=O)[C@H:10]([CH2:23][NH:24][CH:25]([CH3:27])[CH3:26])[CH2:9]1)=[O:7])([CH3:4])([CH3:3])[CH3:2].C([C@H]1CNC[C@@H]1CN(C(C)C)[C:42]([C:44]1[CH:52]=[C:51]2[C:47]([C:48]([CH3:58])=[CH:49][N:50]2[CH2:53][CH2:54][CH2:55][O:56][CH3:57])=[CH:46][CH:45]=1)=[O:43])C1C=CC=CC=1.CCCCCC.CCOC(C)=O.CC#N.O.